From a dataset of Retrosynthesis with 50K atom-mapped reactions and 10 reaction types from USPTO. Predict the reactants needed to synthesize the given product. Given the product CC(C)(CCCCC(c1ccccc1Cl)N1CCc2sccc2C1)C(=O)O, predict the reactants needed to synthesize it. The reactants are: CCOC(=O)C(C)(C)CCCCC(c1ccccc1Cl)N1CCc2sccc2C1.